From a dataset of Reaction yield outcomes from USPTO patents with 853,638 reactions. Predict the reaction yield, written as a fraction of the theoretical maximum amount of product (1.0 means a 100% yield; for example, 0.34 means a 34% yield). (1) The reactants are [Cl:1][C:2]1[C:10]2[C:9]([O:11][C:12]3[CH:17]=[C:16]([N+:18]([O-])=O)[CH:15]=[C:14]([F:21])[CH:13]=3)=[N:8][C:7]([NH:22][C:23]3[CH:28]=[CH:27][C:26]([N:29]4[CH2:34][CH2:33][N:32]([CH3:35])[CH2:31][CH2:30]4)=[CH:25][C:24]=3[O:36][CH3:37])=[N:6][C:5]=2[N:4]([CH2:38][O:39][CH2:40][CH2:41][Si:42]([CH3:45])([CH3:44])[CH3:43])[CH:3]=1.Cl[Sn]Cl. The catalyst is C(O)C. The product is [NH2:18][C:16]1[CH:17]=[C:12]([CH:13]=[C:14]([F:21])[CH:15]=1)[O:11][C:9]1[C:10]2[C:2]([Cl:1])=[CH:3][N:4]([CH2:38][O:39][CH2:40][CH2:41][Si:42]([CH3:43])([CH3:44])[CH3:45])[C:5]=2[N:6]=[C:7]([NH:22][C:23]2[CH:28]=[CH:27][C:26]([N:29]3[CH2:30][CH2:31][N:32]([CH3:35])[CH2:33][CH2:34]3)=[CH:25][C:24]=2[O:36][CH3:37])[N:8]=1. The yield is 0.810. (2) The yield is 0.420. The product is [NH2:1][C:2]1[CH:10]=[CH:9][CH:8]=[CH:7][C:3]=1[C:4]([NH:19][C:18]1[CH:20]=[CH:21][CH:22]=[C:16]([Br:15])[C:17]=1[CH3:23])=[O:6]. The reactants are [NH2:1][C:2]1[CH:10]=[CH:9][CH:8]=[CH:7][C:3]=1[C:4]([OH:6])=O.S(Cl)(Cl)=O.[Br:15][C:16]1[C:17]([CH3:23])=[C:18]([CH:20]=[CH:21][CH:22]=1)[NH2:19].C([O-])([O-])=O.[K+].[K+]. The catalyst is C1(C)C=CC=CC=1.